This data is from Catalyst prediction with 721,799 reactions and 888 catalyst types from USPTO. The task is: Predict which catalyst facilitates the given reaction. (1) Reactant: [Cl:1][C:2]1[CH:7]=[C:6](Cl)[N:5]=[N:4][C:3]=1[O:9][C:10]1[CH:15]=[CH:14][CH:13]=[CH:12][C:11]=1[CH3:16].C(O)(=[O:19])C.C([O-])(=O)C.[K+]. Product: [Cl:1][C:2]1[CH:7]=[C:6]([OH:19])[N:5]=[N:4][C:3]=1[O:9][C:10]1[CH:15]=[CH:14][CH:13]=[CH:12][C:11]=1[CH3:16]. The catalyst class is: 6. (2) Reactant: C([O:8][C:9]1[CH:14]=[CH:13][C:12]([C:15]2[C:16](=[O:29])[N:17]([CH3:28])[C:18]([NH:21][C:22]3[CH:27]=[CH:26][CH:25]=[CH:24][CH:23]=3)=[N:19][CH:20]=2)=[CH:11][C:10]=1[F:30])C1C=CC=CC=1. Product: [F:30][C:10]1[CH:11]=[C:12]([C:15]2[C:16](=[O:29])[N:17]([CH3:28])[C:18]([NH:21][C:22]3[CH:27]=[CH:26][CH:25]=[CH:24][CH:23]=3)=[N:19][CH:20]=2)[CH:13]=[CH:14][C:9]=1[OH:8]. The catalyst class is: 67. (3) Reactant: C([O:8][C:9](=[O:24])[C@@H:10]([NH:16][C:17]([O:19][C:20]([CH3:23])([CH3:22])[CH3:21])=[O:18])[CH2:11][O:12][CH:13]([F:15])[F:14])C1C=CC=CC=1. Product: [C:20]([O:19][C:17]([NH:16][C@@H:10]([CH2:11][O:12][CH:13]([F:14])[F:15])[C:9]([OH:24])=[O:8])=[O:18])([CH3:23])([CH3:21])[CH3:22]. The catalyst class is: 123.